This data is from Full USPTO retrosynthesis dataset with 1.9M reactions from patents (1976-2016). The task is: Predict the reactants needed to synthesize the given product. (1) The reactants are: [CH3:1][C:2]1[N:3]=[C:4]([NH2:8])[S:5][C:6]=1[CH3:7].[Br:9][CH2:10][CH2:11][O:12][CH2:13][C:14]([F:17])([F:16])[F:15]. Given the product [BrH:9].[CH3:1][C:2]1[N:3]([CH2:10][CH2:11][O:12][CH2:13][C:14]([F:17])([F:16])[F:15])[C:4](=[NH:8])[S:5][C:6]=1[CH3:7], predict the reactants needed to synthesize it. (2) Given the product [OH:2][C:3]1[CH:8]=[CH:7][N:6]=[C:5]2[NH:9][C:10]([C:12]([OH:14])=[O:13])=[CH:11][C:4]=12, predict the reactants needed to synthesize it. The reactants are: C[O:2][C:3]1[CH:8]=[CH:7][N:6]=[C:5]2[NH:9][C:10]([C:12]([O:14]C)=[O:13])=[CH:11][C:4]=12.C[S-].[Na+].CCOCC.